This data is from NCI-60 drug combinations with 297,098 pairs across 59 cell lines. The task is: Regression. Given two drug SMILES strings and cell line genomic features, predict the synergy score measuring deviation from expected non-interaction effect. Drug 1: C1=NC2=C(N1)C(=S)N=CN2. Drug 2: C1CNP(=O)(OC1)N(CCCl)CCCl. Cell line: HOP-62. Synergy scores: CSS=50.5, Synergy_ZIP=1.31, Synergy_Bliss=-2.94, Synergy_Loewe=-59.9, Synergy_HSA=-7.09.